Dataset: hERG Central: cardiac toxicity at 1µM, 10µM, and general inhibition. Task: Predict hERG channel inhibition at various concentrations. (1) The molecule is O=C(CSc1nnc2ccc(-c3cccnc3)nn12)Nc1ccc(F)cc1F. Results: hERG_inhib (hERG inhibition (general)): blocker. (2) The compound is O=C(CN1CCN(S(=O)(=O)c2ccc(Cl)cc2)CC1)Nc1ccc2c(c1)OCO2. Results: hERG_inhib (hERG inhibition (general)): blocker. (3) The compound is Cc1nc2ncnn2c(N2CCC(C(=O)NC3CCCC3)CC2)c1Cc1ccccc1. Results: hERG_inhib (hERG inhibition (general)): blocker. (4) The compound is O=C(c1ccc(CN2CCc3ccccc3C2)cc1)N1CCN(c2ccc(F)cc2)CC1. Results: hERG_inhib (hERG inhibition (general)): blocker.